Predict which catalyst facilitates the given reaction. From a dataset of Catalyst prediction with 721,799 reactions and 888 catalyst types from USPTO. (1) Reactant: ClC1C=C(C=C(Cl)C=1N1C=C2C=NC=C(Cl)C2=N1)C#N.[N:21]([C:24]1[C:29]([Br:30])=[CH:28][N:27]=[CH:26][C:25]=1/[CH:31]=[N:32]/[C:33]1[C:40]([Cl:41])=[CH:39][C:36]([C:37]#[N:38])=[CH:35][C:34]=1[Cl:42])=[N+]=[N-]. The catalyst class is: 11. Product: [Br:30][C:29]1[C:24]2[C:25](=[CH:31][N:32]([C:33]3[C:40]([Cl:41])=[CH:39][C:36]([C:37]#[N:38])=[CH:35][C:34]=3[Cl:42])[N:21]=2)[CH:26]=[N:27][CH:28]=1. (2) Reactant: [CH2:1]([C@H:8]1[C@@H:12]([C@H:13]2[CH2:17][C@@H:16]([OH:18])[CH2:15][N:14]2[C:19]([O:21][C:22]([CH3:25])([CH3:24])[CH3:23])=[O:20])[O:11][C:10]([CH3:27])([CH3:26])[N:9]1[C:28]([O:30][CH2:31][C:32]1[CH:37]=[CH:36][CH:35]=[CH:34][CH:33]=1)=[O:29])[C:2]1[CH:7]=[CH:6][CH:5]=[CH:4][CH:3]=1.[H-].[Na+].[CH2:40](I)[CH:41]=[CH2:42].O. Product: [CH2:42]([O:18][C@H:16]1[CH2:15][N:14]([C:19]([O:21][C:22]([CH3:23])([CH3:24])[CH3:25])=[O:20])[C@@H:13]([C@H:12]2[O:11][C:10]([CH3:27])([CH3:26])[N:9]([C:28]([O:30][CH2:31][C:32]3[CH:33]=[CH:34][CH:35]=[CH:36][CH:37]=3)=[O:29])[C@H:8]2[CH2:1][C:2]2[CH:3]=[CH:4][CH:5]=[CH:6][CH:7]=2)[CH2:17]1)[CH:41]=[CH2:40]. The catalyst class is: 13. (3) Reactant: CN(C)C=O.[CH3:6][O:7][C:8](=[O:16])[C:9]1[CH:14]=[CH:13][CH:12]=[C:11]([OH:15])[CH:10]=1.CC(C)([O-])C.[K+].[Cl:23][C:24]1[N:25]=[N:26][C:27](Cl)=[CH:28][CH:29]=1. Product: [CH3:6][O:7][C:8](=[O:16])[C:9]1[CH:14]=[CH:13][CH:12]=[C:11]([O:15][C:27]2[N:26]=[N:25][C:24]([Cl:23])=[CH:29][CH:28]=2)[CH:10]=1. The catalyst class is: 6. (4) Reactant: [O:1]1[C:5]2[CH:6]=[CH:7][C:8]([CH:10]3[CH2:15][CH2:14][CH2:13][N:12]([C:16]([C@@H:18]4[O:23][C:22]5[CH:24]=[CH:25][CH:26]=[CH:27][C:21]=5[O:20][CH2:19]4)=O)[CH2:11]3)=[CH:9][C:4]=2[O:3][CH2:2]1.C1COCC1.O.[OH-].[Na+]. Product: [O:1]1[C:5]2[CH:6]=[CH:7][C:8]([CH:10]3[CH2:15][CH2:14][CH2:13][N:12]([CH2:16][C@@H:18]4[O:23][C:22]5[CH:24]=[CH:25][CH:26]=[CH:27][C:21]=5[O:20][CH2:19]4)[CH2:11]3)=[CH:9][C:4]=2[O:3][CH2:2]1. The catalyst class is: 3. (5) Reactant: [F:1][C:2]1[CH:3]=[C:4]([CH3:11])[C:5]([OH:10])=[C:6]([CH:9]=1)[CH:7]=[O:8].CI.[C:14](=O)([O-])[O-].[K+].[K+]. Product: [F:1][C:2]1[CH:3]=[C:4]([CH3:11])[C:5]([O:10][CH3:14])=[C:6]([CH:9]=1)[CH:7]=[O:8]. The catalyst class is: 35. (6) Product: [CH3:1][C:2]1([CH3:16])[CH:11]=[CH:10][C:9]2[C:4](=[C:5]([C:12]([OH:14])=[O:13])[CH:6]=[CH:7][CH:8]=2)[NH:3]1. Reactant: [CH3:1][C:2]1([CH3:16])[CH:11]=[CH:10][C:9]2[C:4](=[C:5]([C:12]([O:14]C)=[O:13])[CH:6]=[CH:7][CH:8]=2)[NH:3]1.[OH-].[Na+].Cl. The catalyst class is: 20. (7) Reactant: [Br:1][C:2]1[C:3](=[O:17])[N:4]([C:9]([C:11]2[CH:16]=[CH:15][CH:14]=[CH:13][CH:12]=2)=[O:10])[C:5](=[O:8])[NH:6][N:7]=1.C(N(CC)CC)C.[CH:25]([CH:27]=[CH2:28])=[O:26]. Product: [Br:1][C:2]1[C:3](=[O:17])[N:4]([C:9]([C:11]2[CH:16]=[CH:15][CH:14]=[CH:13][CH:12]=2)=[O:10])[C:5](=[O:8])[N:6]([CH2:28][CH2:27][CH:25]=[O:26])[N:7]=1. The catalyst class is: 9. (8) Reactant: CN(C(ON1N=NC2C=CC=NC1=2)=[N+](C)C)C.F[P-](F)(F)(F)(F)F.C1C=NC2N(O)N=NC=2C=1.[NH:35](C(OC(C)(C)C)=O)[C@H:36]([C:42]([O:44]C(C)(C)C)=[O:43])[CH2:37][CH2:38][C:39](=O)[OH:40].Cl.C(N(CC)CC)C.[Cl:64][C:65]1[C:74]([NH2:75])=[CH:73][C:72]([Cl:76])=[CH:71][C:66]=1[C:67]([O:69]C)=[O:68]. Product: [Cl:64][C:65]1[C:74]([NH:75][C:39](=[O:40])[CH2:38][CH2:37][C@@H:36]([C:42]([OH:44])=[O:43])[NH2:35])=[CH:73][C:72]([Cl:76])=[CH:71][C:66]=1[C:67]([OH:69])=[O:68]. The catalyst class is: 4. (9) Reactant: [CH3:1][O:2][C:3]1[CH:8]=[CH:7][C:6]([N:9]2[CH2:14][CH2:13][N:12]([C:15]3[C:16]([CH3:40])=[C:17]([CH3:39])[C:18]4[O:22][C:21]([CH3:24])([CH3:23])[CH:20]([O:25][CH2:26][C:27]5[CH:36]=[CH:35][C:30]([C:31]([O:33]C)=[O:32])=[CH:29][CH:28]=5)[C:19]=4[C:37]=3[CH3:38])[CH2:11][CH2:10]2)=[CH:5][CH:4]=1.C1COCC1.[OH-].[Na+].Cl. Product: [CH3:1][O:2][C:3]1[CH:4]=[CH:5][C:6]([N:9]2[CH2:10][CH2:11][N:12]([C:15]3[C:16]([CH3:40])=[C:17]([CH3:39])[C:18]4[O:22][C:21]([CH3:24])([CH3:23])[CH:20]([O:25][CH2:26][C:27]5[CH:28]=[CH:29][C:30]([C:31]([OH:33])=[O:32])=[CH:35][CH:36]=5)[C:19]=4[C:37]=3[CH3:38])[CH2:13][CH2:14]2)=[CH:7][CH:8]=1. The catalyst class is: 5.